This data is from Full USPTO retrosynthesis dataset with 1.9M reactions from patents (1976-2016). The task is: Predict the reactants needed to synthesize the given product. (1) Given the product [CH3:1][O:2][C:3]1[CH:4]=[C:5]2[C:10](=[C:11]3[CH2:15][C:14]([CH3:17])([CH3:16])[O:13][C:12]=13)[C:9]([C:18]1[CH:23]=[CH:22][N:21]=[C:20]([N:29]3[C:30]4[C:35](=[CH:34][CH:33]=[CH:32][CH:31]=4)[CH:36]=[CH:37][C:28]3=[O:41])[CH:19]=1)=[N:8][C:7]([CH3:26])([CH3:25])[CH2:6]2, predict the reactants needed to synthesize it. The reactants are: [CH3:1][O:2][C:3]1[CH:4]=[C:5]2[C:10](=[C:11]3[CH2:15][C:14]([CH3:17])([CH3:16])[O:13][C:12]=13)[C:9]([C:18]1[CH:23]=[CH:22][N+:21]([O-])=[CH:20][CH:19]=1)=[N:8][C:7]([CH3:26])([CH3:25])[CH2:6]2.Cl[C:28]1[CH:37]=[CH:36][C:35]2[C:30](=[CH:31][CH:32]=[CH:33][CH:34]=2)[N:29]=1.Br.C(O)(=[O:41])C.N. (2) Given the product [CH:26]1([CH2:25][N:23]([CH3:24])[C:11]2[CH:10]=[C:9]([OH:8])[C:14](=[O:15])[NH:13][N:12]=2)[CH2:27][CH2:28]1, predict the reactants needed to synthesize it. The reactants are: C([O:8][C:9]1[CH:10]=[C:11]([N:23]([CH2:25][CH:26]2[CH2:28][CH2:27]2)[CH3:24])[N:12]=[N:13][C:14]=1[O:15]CC1C=CC=CC=1)C1C=CC=CC=1. (3) Given the product [F:1][C:2]1[CH:3]=[CH:4][C:5]([C:8]2[CH:9]=[C:10]([CH:15]=[CH:16][N:17]=2)[C:11]([OH:13])=[O:12])=[CH:6][CH:7]=1, predict the reactants needed to synthesize it. The reactants are: [F:1][C:2]1[CH:7]=[CH:6][C:5]([C:8]2[CH:9]=[C:10]([CH:15]=[CH:16][N:17]=2)[C:11]([O:13]C)=[O:12])=[CH:4][CH:3]=1.[OH-].[Na+]. (4) Given the product [OH:1][C@H:2]1[CH2:19][CH2:18][C@@:17]2([CH3:20])[C@@H:4]([CH2:5][CH2:6][C@:7]3([CH3:36])[C@@H:16]2[CH2:15][CH2:14][C@H:13]2[C@@:8]3([CH3:35])[CH2:9][CH2:10][C@@:11]3([C:27]([N:29]4[CH2:34][CH2:33][CH2:32][CH2:31][CH2:30]4)=[O:28])[CH2:23][CH2:22][C@@H:21]([C:24]4([CH3:39])[CH2:26][CH2:25]4)[C@@H:12]32)[C:3]1([CH3:38])[CH3:37], predict the reactants needed to synthesize it. The reactants are: [OH:1][C@H:2]1[CH2:19][CH2:18][C@@:17]2([CH3:20])[C@@H:4]([CH2:5][CH2:6][C@:7]3([CH3:36])[C@@H:16]2[CH2:15][CH2:14][C@H:13]2[C@@:8]3([CH3:35])[CH2:9][CH2:10][C@@:11]3([C:27]([N:29]4[CH2:34][CH2:33][CH2:32][CH2:31][CH2:30]4)=[O:28])[CH2:23][CH2:22][C@@H:21]([C:24]([CH3:26])=[CH2:25])[C@@H:12]32)[C:3]1([CH3:38])[CH3:37].[CH2:39]([Zn]CC)C.ICI. (5) Given the product [Cl:24][C:6]1[CH:5]=[N:4][CH:3]=[C:2]([Cl:1])[C:7]=1[S:8][C:9]1[S:13][C:12]([C:14]([NH:16][CH2:17][C:18]([NH:30][CH2:29][CH2:28][CH2:27][O:26][CH3:25])=[O:19])=[O:15])=[CH:11][C:10]=1[N+:21]([O-:23])=[O:22], predict the reactants needed to synthesize it. The reactants are: [Cl:1][C:2]1[CH:3]=[N:4][CH:5]=[C:6]([Cl:24])[C:7]=1[S:8][C:9]1[S:13][C:12]([C:14]([NH:16][CH2:17][C:18](O)=[O:19])=[O:15])=[CH:11][C:10]=1[N+:21]([O-:23])=[O:22].[CH3:25][O:26][CH2:27][CH2:28][CH2:29][NH2:30]. (6) Given the product [F:1][C:2]1[CH:7]=[C:6]([S:8]([CH3:11])(=[O:9])=[O:10])[CH:5]=[CH:4][C:3]=1[C:12]1[N:17]=[CH:16][C:15]([O:18][CH2:19][CH:20]2[CH2:25][CH2:24][N:23]([C:26](=[O:27])[C:33]([O:39][CH3:40])=[O:34])[CH2:22][CH2:21]2)=[CH:14][CH:13]=1, predict the reactants needed to synthesize it. The reactants are: [F:1][C:2]1[CH:7]=[C:6]([S:8]([CH3:11])(=[O:10])=[O:9])[CH:5]=[CH:4][C:3]=1[C:12]1[N:17]=[CH:16][C:15]([O:18][CH2:19][CH:20]2[CH2:25][CH2:24][N:23]([C:26](OC(C)(C)C)=[O:27])[CH2:22][CH2:21]2)=[CH:14][CH:13]=1.[C:33]([OH:39])(C(F)(F)F)=[O:34].[CH2:40](Cl)Cl.